This data is from Reaction yield outcomes from USPTO patents with 853,638 reactions. The task is: Predict the reaction yield, written as a fraction of the theoretical maximum amount of product (1.0 means a 100% yield; for example, 0.34 means a 34% yield). (1) The reactants are [CH3:1][O:2][C:3]([C:5]1[S:6][C:7]([C:27]2[CH:32]=[CH:31][CH:30]=[CH:29][CH:28]=2)=[CH:8][C:9]=1[N:10]([C:18]([CH:20]1[CH2:25][CH2:24][CH:23]([CH3:26])[CH2:22][CH2:21]1)=[O:19])[CH:11]1[CH2:16][CH2:15][C:14](=[O:17])[CH2:13][CH2:12]1)=[O:4].[BH4-].[Na+]. The catalyst is CO. The product is [CH3:1][O:2][C:3]([C:5]1[S:6][C:7]([C:27]2[CH:28]=[CH:29][CH:30]=[CH:31][CH:32]=2)=[CH:8][C:9]=1[N:10]([C@H:11]1[CH2:16][CH2:15][C@H:14]([OH:17])[CH2:13][CH2:12]1)[C:18]([C@H:20]1[CH2:25][CH2:24][C@H:23]([CH3:26])[CH2:22][CH2:21]1)=[O:19])=[O:4]. The yield is 0.620. (2) The reactants are [NH2:1][C:2]1[CH:3]=[CH:4][C:5]([C:8]([OH:10])=[O:9])=[N:6][CH:7]=1.S(=O)(=O)(O)O.C([O-])([O-])=O.[Na+].[Na+].[CH2:22](O)[CH3:23]. No catalyst specified. The product is [CH2:22]([O:9][C:8]([C:5]1[CH:4]=[CH:3][C:2]([NH2:1])=[CH:7][N:6]=1)=[O:10])[CH3:23]. The yield is 0.890.